This data is from Reaction yield outcomes from USPTO patents with 853,638 reactions. The task is: Predict the reaction yield, written as a fraction of the theoretical maximum amount of product (1.0 means a 100% yield; for example, 0.34 means a 34% yield). (1) The reactants are [CH:1]1[C:10]2[C:5](=[CH:6][CH:7]=[CH:8][CH:9]=2)[CH:4]=[C:3]([NH:11][C:12](=[O:41])[O:13][CH2:14][C@@H:15]([N:27]([CH3:40])[C:28]([NH:30][CH2:31][C:32]2[CH:37]=[CH:36][CH:35]=[C:34]([F:38])[C:33]=2[Cl:39])=[O:29])[CH2:16][C:17](=O)[NH:18][CH2:19][C:20]2[CH:25]=[N:24][CH:23]=[CH:22][N:21]=2)[N:2]=1.P(Cl)(Cl)(Cl)=O. The catalyst is C(Cl)Cl. The product is [CH:1]1[C:10]2[C:5](=[CH:6][CH:7]=[CH:8][CH:9]=2)[CH:4]=[C:3]([NH:11][C:12](=[O:41])[O:13][CH2:14][C@@H:15]([N:27]([CH3:40])[C:28]([NH:30][CH2:31][C:32]2[CH:37]=[CH:36][CH:35]=[C:34]([F:38])[C:33]=2[Cl:39])=[O:29])[CH2:16][C:17]2[N:21]3[CH:22]=[CH:23][N:24]=[CH:25][C:20]3=[CH:19][N:18]=2)[N:2]=1. The yield is 0.430. (2) The reactants are [CH3:1][C:2]([CH3:35])([CH3:34])[CH2:3][O:4][C:5]([C:7]1[CH:8]=[C:9]([C:21]#[C:22][C:23]2[CH:28]=[CH:27][C:26]([CH2:29][C:30]([O:32]C)=[O:31])=[CH:25][CH:24]=2)[CH:10]=[C:11]2[C:16]=1[O:15][C:14]([CH3:18])([CH3:17])[CH2:13][C:12]2([CH3:20])[CH3:19])=[O:6].[OH-].[Li+].Cl. The catalyst is C(O)C.O1CCCC1.O. The product is [CH3:1][C:2]([CH3:35])([CH3:34])[CH2:3][O:4][C:5]([C:7]1[CH:8]=[C:9]([C:21]#[C:22][C:23]2[CH:24]=[CH:25][C:26]([CH2:29][C:30]([OH:32])=[O:31])=[CH:27][CH:28]=2)[CH:10]=[C:11]2[C:16]=1[O:15][C:14]([CH3:17])([CH3:18])[CH2:13][C:12]2([CH3:19])[CH3:20])=[O:6]. The yield is 0.840. (3) The reactants are [NH2:1][C:2]1[C:7]2=[C:8]([C:21]3[S:22][C:23]4[C:29]([O:30][CH3:31])=[CH:28][C:27]([CH3:32])=[CH:26][C:24]=4[CH:25]=3)[C:9]([CH2:13][N:14]3[CH2:19][CH2:18][NH:17][C:16](=[O:20])[CH2:15]3)=[C:10]([CH2:11][OH:12])[N:6]2[N:5]=[CH:4][N:3]=1.S(Cl)(Cl)=O.[CH3:37]O.C[O-].[Na+]. The catalyst is ClCCl. The product is [NH2:1][C:2]1[C:7]2=[C:8]([C:21]3[S:22][C:23]4[C:29]([O:30][CH3:31])=[CH:28][C:27]([CH3:32])=[CH:26][C:24]=4[CH:25]=3)[C:9]([CH2:13][N:14]3[CH2:19][CH2:18][NH:17][C:16](=[O:20])[CH2:15]3)=[C:10]([CH2:11][O:12][CH3:37])[N:6]2[N:5]=[CH:4][N:3]=1. The yield is 0.210. (4) The reactants are [CH3:1][C:2]1[CH:7]=[CH:6][C:5]([N+:8]([O-])=O)=[CH:4][C:3]=1[C:11]1[NH:15][C:14]2[CH:16]=[CH:17][CH:18]=[CH:19][C:13]=2[N:12]=1. The catalyst is C1(C)C=CC=CC=1.C(O)(=O)C.[Fe]. The product is [NH:12]1[C:13]2[CH:19]=[CH:18][CH:17]=[CH:16][C:14]=2[N:15]=[C:11]1[C:3]1[CH:4]=[C:5]([NH2:8])[CH:6]=[CH:7][C:2]=1[CH3:1]. The yield is 0.730. (5) The reactants are C(O[B:5]1[O:9][C:8]([CH3:11])([CH3:10])[C:7]([CH3:13])([CH3:12])[O:6]1)(C)C.C([Li])CCC.[F:19][C:20]1[CH:21]=[C:22]([C:27]2([OH:31])[CH2:30][CH2:29][CH2:28]2)[CH:23]=[C:24]([F:26])[CH:25]=1. No catalyst specified. The product is [F:19][C:20]1[CH:21]=[C:22]([C:27]2([OH:31])[CH2:30][CH2:29][CH2:28]2)[CH:23]=[C:24]([F:26])[C:25]=1[B:5]1[O:6][C:7]([CH3:12])([CH3:13])[C:8]([CH3:10])([CH3:11])[O:9]1. The yield is 1.00. (6) The reactants are [NH2:1][C:2]1[S:3][C:4](Br)=[C:5]([C:7]([CH3:10])([CH3:9])[CH3:8])[N:6]=1.[NH:12]1[CH2:17][CH2:16][CH2:15][CH2:14][CH2:13]1.C(=O)([O-])[O-].[K+].[K+].C(#N)C. The catalyst is O. The product is [NH2:1][C:2]1[S:3][C:4]([N:12]2[CH2:17][CH2:16][CH2:15][CH2:14][CH2:13]2)=[C:5]([C:7]([CH3:10])([CH3:9])[CH3:8])[N:6]=1. The yield is 0.793. (7) The reactants are [CH3:1][O:2][C:3]1[CH:4]=[C:5]2[C:10](=[CH:11][C:12]=1[O:13][CH3:14])[N:9]=[CH:8][N:7]=[C:6]2[O:15][C:16]1[CH:22]=[CH:21][C:19]([NH2:20])=[CH:18][CH:17]=1.C1(C)C=CC=CC=1.C(N(CC)CC)C.ClC(Cl)(O[C:41](=[O:47])[O:42][C:43](Cl)(Cl)Cl)Cl.[F:49][C:50]1[CH:60]=[CH:59][C:53]([O:54][CH2:55][CH2:56]CO)=[CH:52][CH:51]=1. The catalyst is C(Cl)Cl. The product is [CH3:1][O:2][C:3]1[CH:4]=[C:5]2[C:10](=[CH:11][C:12]=1[O:13][CH3:14])[N:9]=[CH:8][N:7]=[C:6]2[O:15][C:16]1[CH:22]=[CH:21][C:19]([NH:20][C:41](=[O:47])[O:42][CH2:43][CH2:56][CH2:55][O:54][C:53]2[CH:59]=[CH:60][C:50]([F:49])=[CH:51][CH:52]=2)=[CH:18][CH:17]=1. The yield is 0.490. (8) The reactants are [CH2:1]([Mg]Br)[CH3:2].[F:5][C:6]1[CH:13]=[CH:12][C:9]([C:10]#[N:11])=[CH:8][CH:7]=1.Cl.[OH-].[Na+]. The catalyst is C(OCC)C.C(O[Ti](OC(C)C)(OC(C)C)OC(C)C)(C)C. The product is [F:5][C:6]1[CH:13]=[CH:12][C:9]([C:10]2([NH2:11])[CH2:2][CH2:1]2)=[CH:8][CH:7]=1. The yield is 0.690. (9) The reactants are [C:1]([NH:9][C:10]1[CH:30]=[CH:29][N:13]([C@@H:14]2[O:28][C@H:18]([CH2:19][O:20][Si:21]([C:24]([CH3:27])([CH3:26])[CH3:25])([CH3:23])[CH3:22])[C@@H:16]([OH:17])[CH2:15]2)[C:12](=[O:31])[N:11]=1)(=[O:8])[C:2]1[CH:7]=[CH:6][CH:5]=[CH:4][CH:3]=1.[CH3:32][S:33]([CH3:35])=O.C(OC(=O)C)(=O)C.C([O-])(O)=O.[Na+]. The catalyst is CCOC(C)=O.C(O)(=O)C. The product is [C:1]([NH:9][C:10]1[CH:30]=[CH:29][N:13]([C@@H:14]2[O:28][C@H:18]([CH2:19][O:20][Si:21]([C:24]([CH3:25])([CH3:26])[CH3:27])([CH3:23])[CH3:22])[C@@H:16]([O:17][CH2:32][S:33][CH3:35])[CH2:15]2)[C:12](=[O:31])[N:11]=1)(=[O:8])[C:2]1[CH:3]=[CH:4][CH:5]=[CH:6][CH:7]=1. The yield is 0.730. (10) The reactants are Br[CH:2]([CH3:4])[CH3:3].[Cl:5][C:6]1[CH:15]=[C:14]([I:16])[C:13]([OH:17])=[C:12]2[C:7]=1[CH:8]=[CH:9][CH:10]=[N:11]2.C([O-])([O-])=O.[K+].[K+].[NH4+].[Cl-]. The catalyst is CS(C)=O. The product is [Cl:5][C:6]1[CH:15]=[C:14]([I:16])[C:13]([O:17][CH:2]([CH3:4])[CH3:3])=[C:12]2[C:7]=1[CH:8]=[CH:9][CH:10]=[N:11]2. The yield is 0.930.